This data is from Forward reaction prediction with 1.9M reactions from USPTO patents (1976-2016). The task is: Predict the product of the given reaction. Given the reactants [F:1][C:2]1[CH:7]=[C:6]([I:8])[CH:5]=[CH:4][C:3]=1[NH:9][C:10]1[N:15]([CH3:16])[C:14](=[O:17])[N:13]([CH3:18])[C:12](=[O:19])[C:11]=1[C:20](OC1C=CC=CC=1)=[O:21].C1([C@H]2[O:40][CH:39]([CH2:41][O:42][NH2:43])[CH2:38][CH2:37][O:36]2)C=CC=CC=1, predict the reaction product. The product is: [OH:40][C@H:39]([CH2:38][CH2:37][OH:36])[CH2:41][O:42][NH:43][C:20]([C:11]1[C:12](=[O:19])[N:13]([CH3:18])[C:14](=[O:17])[N:15]([CH3:16])[C:10]=1[NH:9][C:3]1[CH:4]=[CH:5][C:6]([I:8])=[CH:7][C:2]=1[F:1])=[O:21].